The task is: Predict which catalyst facilitates the given reaction.. This data is from Catalyst prediction with 721,799 reactions and 888 catalyst types from USPTO. (1) Reactant: [NH2:1][C:2]1[N:6]([CH3:7])[C:5]([SH:8])=[N:4][C:3]=1[C:9]([NH2:11])=[O:10].Br[C:13]1[C:21]([S:22][CH3:23])=[CH:20][C:16]2[O:17][CH2:18][O:19][C:15]=2[CH:14]=1. Product: [NH2:1][C:2]1[N:6]([CH3:7])[C:5]([S:8][C:13]2[C:21]([S:22][CH3:23])=[CH:20][C:16]3[O:17][CH2:18][O:19][C:15]=3[CH:14]=2)=[N:4][C:3]=1[C:9]([NH2:11])=[O:10]. The catalyst class is: 28. (2) Reactant: [OH:1][C:2]1[CH:3]=[C:4]([CH:9]=[C:10]([O:12][CH2:13][C:14]2[CH:19]=[CH:18][CH:17]=[CH:16][CH:15]=2)[CH:11]=1)[C:5]([O:7][CH3:8])=[O:6].Br[CH:21]1[CH2:25][CH2:24][N:23]([CH3:26])[C:22]1=[O:27].C(=O)([O-])[O-].[K+].[K+]. Product: [CH3:26][N:23]1[CH2:24][CH2:25][C@@H:21]([O:1][C:2]2[CH:3]=[C:4]([CH:9]=[C:10]([O:12][CH2:13][C:14]3[CH:19]=[CH:18][CH:17]=[CH:16][CH:15]=3)[CH:11]=2)[C:5]([O:7][CH3:8])=[O:6])[C:22]1=[O:27]. The catalyst class is: 3. (3) Reactant: [C:1]1([Mg]Br)[CH:6]=[CH:5][CH:4]=[CH:3][CH:2]=1.CO[C:11]1[C:20]2[C:15](=[CH:16][CH:17]=[CH:18][CH:19]=2)[CH:14]=[CH:13][C:12]=1[C:21]([OH:23])=[O:22].O.Cl. Product: [C:1]1([C:11]2[C:20]3[C:15](=[CH:16][CH:17]=[CH:18][CH:19]=3)[CH:14]=[CH:13][C:12]=2[C:21]([OH:23])=[O:22])[CH:6]=[CH:5][CH:4]=[CH:3][CH:2]=1. The catalyst class is: 1. (4) Reactant: [CH3:1][C:2]1([CH3:22])[CH2:7][NH:6][CH:5]([CH2:8][C:9]([NH:11][C:12]2[CH:17]=[CH:16][C:15]([CH:18]([CH3:20])[CH3:19])=[CH:14][CH:13]=2)=[O:10])[C:4](=[O:21])[O:3]1.[CH:23](=O)[CH2:24][CH3:25].C([BH3-])#N.[Na+].C(O)(=O)C. Product: [CH3:22][C:2]1([CH3:1])[CH2:7][N:6]([CH2:23][CH2:24][CH3:25])[CH:5]([CH2:8][C:9]([NH:11][C:12]2[CH:17]=[CH:16][C:15]([CH:18]([CH3:19])[CH3:20])=[CH:14][CH:13]=2)=[O:10])[C:4](=[O:21])[O:3]1. The catalyst class is: 841. (5) Reactant: [NH2:1][C@@H:2]([CH2:5][CH3:6])[CH2:3][OH:4].[H-].[Na+].[NH2:9][C:10]1[CH:17]=[CH:16][CH:15]=[C:14](F)[C:11]=1[C:12]#[N:13]. Product: [NH2:9][C:10]1[CH:17]=[CH:16][CH:15]=[C:14]([O:4][CH2:3][C@@H:2]([NH2:1])[CH2:5][CH3:6])[C:11]=1[C:12]#[N:13]. The catalyst class is: 12. (6) Reactant: [OH:1][C:2]1[CH:7]=[CH:6][C:5]([CH:8]([CH3:14])[C:9]([O:11][CH2:12][CH3:13])=[O:10])=[CH:4][CH:3]=1.[N+:15]([O-])([OH:17])=[O:16]. Product: [OH:1][C:2]1[CH:3]=[CH:4][C:5]([CH:8]([CH3:14])[C:9]([O:11][CH2:12][CH3:13])=[O:10])=[CH:6][C:7]=1[N+:15]([O-:17])=[O:16]. The catalyst class is: 15.